From a dataset of Peptide-MHC class II binding affinity with 134,281 pairs from IEDB. Regression. Given a peptide amino acid sequence and an MHC pseudo amino acid sequence, predict their binding affinity value. This is MHC class II binding data. (1) The peptide sequence is AWMSAAAAQAEQAAT. The MHC is DRB4_0101 with pseudo-sequence DRB4_0103. The binding affinity (normalized) is 0.196. (2) The peptide sequence is QLQPFPQPELPY. The MHC is DRB1_0301 with pseudo-sequence DRB1_0301. The binding affinity (normalized) is 0.114. (3) The peptide sequence is DVFYNGAYFVSSGKY. The MHC is HLA-DPA10201-DPB10101 with pseudo-sequence HLA-DPA10201-DPB10101. The binding affinity (normalized) is 0.544. (4) The peptide sequence is QAVLTATNFFGINTI. The MHC is DRB1_0802 with pseudo-sequence DRB1_0802. The binding affinity (normalized) is 0.879. (5) The peptide sequence is DDKFLANVSTVLTGK. The MHC is DRB1_0802 with pseudo-sequence DRB1_0802. The binding affinity (normalized) is 0.765. (6) The peptide sequence is KALWIIFSQNMNIKL. The MHC is HLA-DQA10102-DQB10502 with pseudo-sequence HLA-DQA10102-DQB10502. The binding affinity (normalized) is 0. (7) The peptide sequence is EKKYFFATQFEPLAA. The MHC is HLA-DPA10201-DPB10101 with pseudo-sequence HLA-DPA10201-DPB10101. The binding affinity (normalized) is 0.996. (8) The MHC is DRB1_1201 with pseudo-sequence DRB1_1201. The peptide sequence is EDPLFQLVSKLYEVV. The binding affinity (normalized) is 0.768. (9) The peptide sequence is SKAALTSKLDAAYKL. The MHC is DRB1_0802 with pseudo-sequence DRB1_0802. The binding affinity (normalized) is 0.301.